The task is: Regression. Given two drug SMILES strings and cell line genomic features, predict the synergy score measuring deviation from expected non-interaction effect.. This data is from NCI-60 drug combinations with 297,098 pairs across 59 cell lines. (1) Drug 1: COC1=CC(=CC(=C1O)OC)C2C3C(COC3=O)C(C4=CC5=C(C=C24)OCO5)OC6C(C(C7C(O6)COC(O7)C8=CC=CS8)O)O. Drug 2: CC1C(C(CC(O1)OC2CC(CC3=C2C(=C4C(=C3O)C(=O)C5=CC=CC=C5C4=O)O)(C(=O)C)O)N)O. Cell line: K-562. Synergy scores: CSS=31.3, Synergy_ZIP=-17.5, Synergy_Bliss=-20.0, Synergy_Loewe=-15.2, Synergy_HSA=-14.0. (2) Drug 1: CC1OCC2C(O1)C(C(C(O2)OC3C4COC(=O)C4C(C5=CC6=C(C=C35)OCO6)C7=CC(=C(C(=C7)OC)O)OC)O)O. Drug 2: CC(C)(C#N)C1=CC=C(C=C1)N2C3=C4C=C(C=CC4=NC=C3N(C2=O)C)C5=CC6=CC=CC=C6N=C5. Cell line: HT29. Synergy scores: CSS=56.6, Synergy_ZIP=3.69, Synergy_Bliss=3.86, Synergy_Loewe=6.30, Synergy_HSA=9.11. (3) Drug 1: C1=C(C(=O)NC(=O)N1)F. Drug 2: CC1=C2C(C(=O)C3(C(CC4C(C3C(C(C2(C)C)(CC1OC(=O)C(C(C5=CC=CC=C5)NC(=O)C6=CC=CC=C6)O)O)OC(=O)C7=CC=CC=C7)(CO4)OC(=O)C)O)C)OC(=O)C. Cell line: HS 578T. Synergy scores: CSS=41.2, Synergy_ZIP=-12.1, Synergy_Bliss=-12.0, Synergy_Loewe=-9.20, Synergy_HSA=-6.54. (4) Drug 1: C1CN1P(=S)(N2CC2)N3CC3. Drug 2: C1CC(C1)(C(=O)O)C(=O)O.[NH2-].[NH2-].[Pt+2]. Cell line: MDA-MB-435. Synergy scores: CSS=2.35, Synergy_ZIP=-1.88, Synergy_Bliss=-0.724, Synergy_Loewe=0.599, Synergy_HSA=0.714. (5) Drug 1: C(=O)(N)NO. Drug 2: COC1=C2C(=CC3=C1OC=C3)C=CC(=O)O2. Cell line: HT29. Synergy scores: CSS=8.53, Synergy_ZIP=-5.04, Synergy_Bliss=-5.04, Synergy_Loewe=-3.08, Synergy_HSA=-3.93.